From a dataset of hERG potassium channel inhibition data for cardiac toxicity prediction from Karim et al.. Regression/Classification. Given a drug SMILES string, predict its toxicity properties. Task type varies by dataset: regression for continuous values (e.g., LD50, hERG inhibition percentage) or binary classification for toxic/non-toxic outcomes (e.g., AMES mutagenicity, cardiotoxicity, hepatotoxicity). Dataset: herg_karim. (1) The molecule is COc1ccc(-c2ccc3c(N4CCOC[C@@H]4C)nc(N4CCOC[C@@H]4C)nc3n2)cc1C(=O)N(C)C. The result is 0 (non-blocker). (2) The molecule is COC1CN(c2nnc(C)c3c(C)n(-c4ccc(Cl)cc4OC(F)(F)F)nc23)C1. The result is 1 (blocker). (3) The molecule is Cc1c(Cl)ccc(OC2CCN(C3CCN(S(=O)(=O)NC(=O)c4ccccc4)CC3)CC2)c1Cl. The result is 1 (blocker). (4) The result is 0 (non-blocker). The molecule is C[C@@H]1c2ncn(-c3ccccn3)c2CCN1C(=O)c1cccc(C(F)(F)F)c1Cl. (5) The drug is CN1CCN(c2cccc3c2CC(NC(=O)c2ccc(OCCC(F)(F)F)nc2)CO3)CC1. The result is 0 (non-blocker).